This data is from Peptide-MHC class I binding affinity with 185,985 pairs from IEDB/IMGT. The task is: Regression. Given a peptide amino acid sequence and an MHC pseudo amino acid sequence, predict their binding affinity value. This is MHC class I binding data. (1) The peptide sequence is FLKEMGGL. The MHC is HLA-A24:02 with pseudo-sequence HLA-A24:02. The binding affinity (normalized) is 0. (2) The peptide sequence is HPKKVKQAF. The MHC is HLA-B18:01 with pseudo-sequence HLA-B18:01. The binding affinity (normalized) is 0.213. (3) The peptide sequence is IYDFYNAEY. The MHC is HLA-B15:01 with pseudo-sequence HLA-B15:01. The binding affinity (normalized) is 0.0847. (4) The peptide sequence is TDAAVKNW. The MHC is Mamu-A11 with pseudo-sequence Mamu-A11. The binding affinity (normalized) is 0. (5) The peptide sequence is RQKLKDAEK. The MHC is HLA-A31:01 with pseudo-sequence HLA-A31:01. The binding affinity (normalized) is 0.482. (6) The peptide sequence is FPHCLAFSYM. The MHC is Patr-A0301 with pseudo-sequence Patr-A0301. The binding affinity (normalized) is 0.124. (7) The peptide sequence is MVASQLARY. The MHC is HLA-B35:01 with pseudo-sequence HLA-B35:01. The binding affinity (normalized) is 1.00. (8) The peptide sequence is HPLARTAKV. The MHC is HLA-B39:01 with pseudo-sequence HLA-B39:01. The binding affinity (normalized) is 0.0847.